Dataset: Antibody paratope prediction from SAbDab with 1,023 antibody chains. Task: Token-level Classification. Given an antibody amino acid sequence, predict which amino acid positions are active in antigen binding. Output is a list of indices for active paratope positions. (1) The paratope positions are: [30, 31, 32, 33]. Given the antibody sequence: DIVMTQSPASLVVSLGQRATISCRASESVDSYGKSFMHWYQQKPGQPPKVLIYIASNLESGVPARFSGSGSRTDFTLTIDPVEADDAATYYCQQNNEDPPTFGAGTKLEMR, which amino acid positions are active in antigen binding (paratope)? (2) Given the antibody sequence: EVQLQESGPGLVKPYQSLSLSCTVTGYSITSDYAWNWIRQFPGNKLEWMGYITYSGTTDYNPSLKSRISITRDTSKNQFFLQLNSVTTEDTATYYCARYYYGYWYFDVWGQGTTLTVSS, which amino acid positions are active in antigen binding (paratope)? The paratope positions are: [31, 53, 83, 84, 85, 104, 105]. (3) Given the antibody sequence: EVQLQESGGGLVKPGGSLRLSCAASGFTFSSYSMNWVRQAPGKGLEWVSSITSSSSYIYYADSVKGRFTISRDNAKNSLYLQMNSLRAEDTAVYYCARDPGIAAADNHWFDPWGQGTLVTVSS, which amino acid positions are active in antigen binding (paratope)? The paratope positions are: [52, 83, 84, 85, 104, 105, 106, 107, 108, 109]. (4) The paratope positions are: [52, 83, 84, 85, 104, 105, 106, 107, 108, 109]. Given the antibody sequence: DVQLQQSGPELKKPGETVKLSCKASGYTFTNFGLNWMKQAPGKGLKWMGWINTYTGESTYADDFKGRFAFSLETSASTAYLQINNVKNEDTATYFCARGFYYYGSRYFYFDYWGQGTTLTVSS, which amino acid positions are active in antigen binding (paratope)? (5) Given the antibody sequence: DIRLTQSPSSLSASVGDRITITCRASQSIKDYLNWYKHRPGEAPKLLIYSASKLRSGVSSRFSGSGYGSAFTLTISSLQPEDFATYYCQESYSSVPMYIFGQGTKVDLK, which amino acid positions are active in antigen binding (paratope)? The paratope positions are: [95, 96]. (6) Given the antibody sequence: QVQLVQSGAEVRKPGSSVKVSCKASRGTFSNHAVSWVRQAPGHGLEWLGGLIPIFSTPHYAQKFQGRVTITADESTNTVHMELSSLRSEDTAVYYCAREIPGATSGPDHFFFYGMDVWGQGTTVAVSS, which amino acid positions are active in antigen binding (paratope)? The paratope positions are: [52, 83, 84, 85, 104, 105, 106, 107, 108, 109, 110, 111, 112, 113, 114].